Dataset: Full USPTO retrosynthesis dataset with 1.9M reactions from patents (1976-2016). Task: Predict the reactants needed to synthesize the given product. Given the product [CH2:30]([O:32][C:33]1[CH:38]=[CH:37][C:36]([CH:39]2[CH2:44][CH2:43][CH:42]([CH:45]=[CH:2][O:3][CH3:4])[CH2:41][CH2:40]2)=[C:35]([F:47])[C:34]=1[F:48])[CH3:31], predict the reactants needed to synthesize it. The reactants are: [Cl-].[CH3:2][O:3][CH2:4][P+](C1C=CC=CC=1)(C1C=CC=CC=1)C1C=CC=CC=1.CC([O-])(C)C.[K+].[CH2:30]([O:32][C:33]1[CH:38]=[CH:37][C:36]([CH:39]2[CH2:44][CH2:43][CH:42]([CH:45]=O)[CH2:41][CH2:40]2)=[C:35]([F:47])[C:34]=1[F:48])[CH3:31].O.